This data is from Peptide-MHC class I binding affinity with 185,985 pairs from IEDB/IMGT. The task is: Regression. Given a peptide amino acid sequence and an MHC pseudo amino acid sequence, predict their binding affinity value. This is MHC class I binding data. (1) The peptide sequence is RARKRGITM. The MHC is HLA-B08:02 with pseudo-sequence HLA-B08:02. The binding affinity (normalized) is 0.0847. (2) The peptide sequence is SYLKPHIFE. The MHC is HLA-B07:02 with pseudo-sequence HLA-B07:02. The binding affinity (normalized) is 0.0847. (3) The peptide sequence is RQFVSNNGK. The MHC is HLA-A11:01 with pseudo-sequence HLA-A11:01. The binding affinity (normalized) is 0.596. (4) The peptide sequence is SDHLISEIL. The binding affinity (normalized) is 0. The MHC is HLA-B18:01 with pseudo-sequence HLA-B18:01. (5) The peptide sequence is LLKDLMPFV. The MHC is HLA-A30:01 with pseudo-sequence HLA-A30:01. The binding affinity (normalized) is 0.476. (6) The peptide sequence is ELAPIRVNA. The MHC is HLA-A26:01 with pseudo-sequence HLA-A26:01. The binding affinity (normalized) is 0.0847. (7) The peptide sequence is NSKVQIGEY. The MHC is HLA-A26:01 with pseudo-sequence HLA-A26:01. The binding affinity (normalized) is 0.495.